From a dataset of Reaction yield outcomes from USPTO patents with 853,638 reactions. Predict the reaction yield, written as a fraction of the theoretical maximum amount of product (1.0 means a 100% yield; for example, 0.34 means a 34% yield). (1) The reactants are [C:1]([O:10][CH2:11][CH3:12])(=[O:9])[C:2]#[C:3][C:4]([O:6]CC)=O.C([O-])([O-])=O.[K+].[K+].Cl.[CH:20]1([CH2:26][NH:27][NH2:28])[CH2:25][CH2:24][CH2:23][CH2:22][CH2:21]1.Cl. The catalyst is CCO. The product is [CH:20]1([CH2:26][N:27]2[C:4]([OH:6])=[CH:3][C:2]([C:1]([O:10][CH2:11][CH3:12])=[O:9])=[N:28]2)[CH2:25][CH2:24][CH2:23][CH2:22][CH2:21]1. The yield is 0.610. (2) The reactants are [N+]([C:4]1[CH:9]=[CH:8][C:7]([C:10]([F:13])([F:12])[F:11])=[CH:6][C:5]=1[CH2:14][C:15]#[N:16])([O-])=O.O.C(O)(=O)C. The catalyst is CCO.[Pd]. The product is [F:13][C:10]([F:11])([F:12])[C:7]1[CH:6]=[C:5]2[C:4](=[CH:9][CH:8]=1)[NH:16][CH:15]=[CH:14]2. The yield is 0.650.